From a dataset of NCI-60 drug combinations with 297,098 pairs across 59 cell lines. Regression. Given two drug SMILES strings and cell line genomic features, predict the synergy score measuring deviation from expected non-interaction effect. Drug 1: CC1C(C(CC(O1)OC2CC(OC(C2O)C)OC3=CC4=CC5=C(C(=O)C(C(C5)C(C(=O)C(C(C)O)O)OC)OC6CC(C(C(O6)C)O)OC7CC(C(C(O7)C)O)OC8CC(C(C(O8)C)O)(C)O)C(=C4C(=C3C)O)O)O)O. Drug 2: CC(C)CN1C=NC2=C1C3=CC=CC=C3N=C2N. Cell line: SK-OV-3. Synergy scores: CSS=17.7, Synergy_ZIP=1.21, Synergy_Bliss=-0.528, Synergy_Loewe=-2.27, Synergy_HSA=-0.857.